This data is from Forward reaction prediction with 1.9M reactions from USPTO patents (1976-2016). The task is: Predict the product of the given reaction. Given the reactants O.[OH-].[Na+].C([O:6][C:7]([C:9]1[CH:10]=[N:11][N:12]([C:15]2[C:20]([Cl:21])=[CH:19][C:18]([CH:22]3[CH2:24][CH2:23]3)=[CH:17][N:16]=2)[C:13]=1[CH3:14])=[O:8])C.Cl, predict the reaction product. The product is: [Cl:21][C:20]1[C:15]([N:12]2[C:13]([CH3:14])=[C:9]([C:7]([OH:8])=[O:6])[CH:10]=[N:11]2)=[N:16][CH:17]=[C:18]([CH:22]2[CH2:23][CH2:24]2)[CH:19]=1.